Predict the product of the given reaction. From a dataset of Forward reaction prediction with 1.9M reactions from USPTO patents (1976-2016). (1) The product is: [C:20]1([C:11]2[N:10]=[C:9]([NH:8][C:6]3[CH:5]=[CH:4][N:3]=[C:2]([NH:42][CH2:44][CH2:35][C:30]4[CH:29]=[CH:34][CH:33]=[CH:32][N:31]=4)[N:7]=3)[C:14]([C:15]([O:17][CH2:18][CH3:19])=[O:16])=[CH:13][N:12]=2)[CH:25]=[CH:24][CH:23]=[CH:22][CH:21]=1. Given the reactants F[C:2]1[N:7]=[C:6]([NH:8][C:9]2[C:14]([C:15]([O:17][CH2:18][CH3:19])=[O:16])=[CH:13][N:12]=[C:11]([C:20]3[CH:25]=[CH:24][CH:23]=[CH:22][CH:21]=3)[N:10]=2)[CH:5]=[CH:4][N:3]=1.NCC[C:29]1[CH:30]=[N:31][CH:32]=[CH:33][CH:34]=1.[C:35](=O)([O-])[O-].[Cs+].[Cs+].C[N:42]([CH:44]=O)C, predict the reaction product. (2) Given the reactants [Br:1][C:2]1[N:7]([CH3:8])[C:6](=[O:9])[NH:5][C:4](=[O:10])[C:3]=1[CH3:11].[CH3:12][Si:13]([CH3:20])([CH3:19])[CH2:14][CH2:15][O:16][CH2:17]Cl.N12CCCN=C1CCCCC2, predict the reaction product. The product is: [Br:1][C:2]1[N:7]([CH3:8])[C:6](=[O:9])[N:5]([CH2:17][O:16][CH2:15][CH2:14][Si:13]([CH3:20])([CH3:19])[CH3:12])[C:4](=[O:10])[C:3]=1[CH3:11]. (3) Given the reactants [F:1][C:2]1[CH:7]=[CH:6][C:5]([N:8]([CH:11]([CH3:15])[C:12](=O)[CH3:13])[CH:9]=O)=[CH:4][C:3]=1[N+:16]([O-:18])=[O:17].C([O-])(=O)C.[NH4+:23].C(O)(=O)C.[OH-].[Na+], predict the reaction product. The product is: [F:1][C:2]1[CH:7]=[CH:6][C:5]([N:8]2[C:11]([CH3:15])=[C:12]([CH3:13])[N:23]=[CH:9]2)=[CH:4][C:3]=1[N+:16]([O-:18])=[O:17].